The task is: Predict the product of the given reaction.. This data is from Forward reaction prediction with 1.9M reactions from USPTO patents (1976-2016). (1) Given the reactants [CH2:1]([C:3]1([CH2:8][C:9](OC)=O)[O:7][CH2:6][CH2:5][O:4]1)C.C(=O)([O-])[O-:14].[K+].[K+].O1CCCC1, predict the reaction product. The product is: [CH2:8]([C:3]1([CH2:1][OH:14])[O:4][CH2:5][CH2:6][O:7]1)[CH3:9]. (2) Given the reactants [Br:1][C:2]1[C:3]([C:10](OC)=[O:11])=[N:4][C:5]([S:8][CH3:9])=[N:6][CH:7]=1.[H-].C([Al+]CC(C)C)C(C)C, predict the reaction product. The product is: [Br:1][C:2]1[C:3]([CH2:10][OH:11])=[N:4][C:5]([S:8][CH3:9])=[N:6][CH:7]=1. (3) Given the reactants C([O:4][CH2:5][C:6]1[C:11]([N:12]2[CH2:24][CH2:23][N:15]3[C:16]4[CH2:17][CH2:18][CH2:19][CH2:20][C:21]=4[CH:22]=[C:14]3[C:13]2=[O:25])=[CH:10][C:9]([F:26])=[CH:8][C:7]=1[C:27]1[CH:32]=[C:31]([NH:33][C:34]2[CH:39]=[CH:38][C:37]([N:40]3[CH2:45][C@@H:44]([CH3:46])[N:43]([CH:47]4[CH2:50][O:49][CH2:48]4)[CH2:42][C@@H:41]3[CH3:51])=[CH:36][N:35]=2)[C:30](=[O:52])[N:29]([CH3:53])[CH:28]=1)(=O)C.[OH-].[Li+], predict the reaction product. The product is: [CH3:51][C@H:41]1[CH2:42][N:43]([CH:47]2[CH2:50][O:49][CH2:48]2)[C@H:44]([CH3:46])[CH2:45][N:40]1[C:37]1[CH:38]=[CH:39][C:34]([NH:33][C:31]2[C:30](=[O:52])[N:29]([CH3:53])[CH:28]=[C:27]([C:7]3[C:6]([CH2:5][OH:4])=[C:11]([N:12]4[CH2:24][CH2:23][N:15]5[C:16]6[CH2:17][CH2:18][CH2:19][CH2:20][C:21]=6[CH:22]=[C:14]5[C:13]4=[O:25])[CH:10]=[C:9]([F:26])[CH:8]=3)[CH:32]=2)=[N:35][CH:36]=1. (4) Given the reactants C([O-])(=O)C[C@](CCO)(C)O.[CH3:11][C:12]1[CH2:25][CH2:24]/[C:15](=[C:16](/[CH2:18][CH2:19][CH:20]=[C:21]([CH3:23])[CH3:22])\[CH3:17])/[CH2:14][CH:13]=1.[CH3:26][C:27](=[CH:29][CH2:30][CH2:31]/[C:32](=[CH:34]/[CH2:35][CH2:36]/[C:37](=[CH:39]/[CH2:40][CH2:40]/[CH:39]=[C:37](/[CH2:36][CH2:35]/[CH:34]=[C:32](/[CH2:31][CH2:30][CH:29]=[C:27](C)[CH3:26])\C)\C)/C)/C)C.C[C@H]1[C@@H]2CCC(C)=C[C@@H]2[C@H](C(C)=C)CC1, predict the reaction product. The product is: [CH3:17][C@H:16]1[C@@H:15]2[CH2:24][CH2:25][C:12]([CH3:11])=[CH:13][C@@H:14]2[C@H:20]([C:21]([CH3:23])=[CH2:22])[CH2:19][CH2:18]1.[CH3:40][CH2:39][CH2:37][CH2:36][CH2:35][CH2:34][CH2:32][CH2:31][CH2:30][CH2:29][CH2:27][CH3:26]. (5) Given the reactants [F:1][C:2]1[CH:9]=[CH:8][C:5]([C:6]#[N:7])=[C:4]([N:10]2[CH:14]=[CH:13][CH:12]=[N:11]2)[CH:3]=1.[ClH:15].[H][H], predict the reaction product. The product is: [ClH:15].[F:1][C:2]1[CH:9]=[CH:8][C:5]([CH2:6][NH2:7])=[C:4]([N:10]2[CH:14]=[CH:13][CH:12]=[N:11]2)[CH:3]=1. (6) Given the reactants [CH3:1][S:2]([O:5][C:6]1[CH:11]=[CH:10][C:9]([OH:12])=[CH:8][CH:7]=1)(=[O:4])=[O:3].CC1C=CC(S(O[CH2:24][CH2:25][C:26]2[CH:31]=[CH:30][C:29]([NH:32][C:33]([O:35][C:36]([CH3:39])([CH3:38])[CH3:37])=[O:34])=[CH:28][CH:27]=2)(=O)=O)=CC=1.C(=O)([O-])[O-].[K+].[K+].O, predict the reaction product. The product is: [CH3:1][S:2]([O:5][C:6]1[CH:11]=[CH:10][C:9]([O:12][CH2:24][CH2:25][C:26]2[CH:27]=[CH:28][C:29]([NH:32][C:33]([O:35][C:36]([CH3:37])([CH3:39])[CH3:38])=[O:34])=[CH:30][CH:31]=2)=[CH:8][CH:7]=1)(=[O:4])=[O:3]. (7) Given the reactants [Cl:1][C:2]1[N:7]=[C:6]([CH2:8][C:9]([C:11]2[C:12]([F:29])=[C:13]([NH:17][S:18]([C:21]3[C:26]([F:27])=[CH:25][CH:24]=[CH:23][C:22]=3[F:28])(=[O:20])=[O:19])[CH:14]=[CH:15][CH:16]=2)=O)[CH:5]=[CH:4][N:3]=1.C1C(=O)N(Br)C(=O)C1.[OH:38][CH2:39][C:40]([CH3:45])([CH3:44])[C:41](=[S:43])[NH2:42], predict the reaction product. The product is: [Cl:1][C:2]1[N:7]=[C:6]([C:8]2[S:43][C:41]([C:40]([CH3:45])([CH3:44])[CH2:39][OH:38])=[N:42][C:9]=2[C:11]2[C:12]([F:29])=[C:13]([NH:17][S:18]([C:21]3[C:26]([F:27])=[CH:25][CH:24]=[CH:23][C:22]=3[F:28])(=[O:20])=[O:19])[CH:14]=[CH:15][CH:16]=2)[CH:5]=[CH:4][N:3]=1.